From a dataset of Reaction yield outcomes from USPTO patents with 853,638 reactions. Predict the reaction yield, written as a fraction of the theoretical maximum amount of product (1.0 means a 100% yield; for example, 0.34 means a 34% yield). (1) The yield is 0.940. The catalyst is CN(C)C=O. The reactants are [OH:1][C:2]1[CH:6]=[C:5]([C:7]([O:9][CH3:10])=[O:8])[N:4]([CH3:11])[N:3]=1.Br[CH2:13][CH2:14][O:15][CH3:16].C(=O)([O-])[O-].[K+].[K+]. The product is [CH3:16][O:15][CH2:14][CH2:13][O:1][C:2]1[CH:6]=[C:5]([C:7]([O:9][CH3:10])=[O:8])[N:4]([CH3:11])[N:3]=1. (2) The reactants are [C:1]([O:5][C:6]([N:8]([C:23]([O:25][C:26]([CH3:29])([CH3:28])[CH3:27])=[O:24])[C@H:9]([C:15]([O:17][CH:18]1[CH2:22][CH2:21][CH2:20][CH2:19]1)=[O:16])[CH2:10][CH2:11][C:12](O)=[O:13])=[O:7])([CH3:4])([CH3:3])[CH3:2].CN1CCOCC1.C(OC(Cl)=O)C(C)C.[BH4-].[Na+]. The catalyst is C1COCC1. The product is [C:1]([O:5][C:6]([N:8]([C:23]([O:25][C:26]([CH3:29])([CH3:28])[CH3:27])=[O:24])[C@H:9]([C:15]([O:17][CH:18]1[CH2:19][CH2:20][CH2:21][CH2:22]1)=[O:16])[CH2:10][CH2:11][CH2:12][OH:13])=[O:7])([CH3:4])([CH3:3])[CH3:2]. The yield is 0.540. (3) The reactants are [N+:1]([O-:4])([OH:3])=[O:2].S(=O)(=O)(O)O.[CH3:10][C:11]1[N:12]=[C:13]([C:19]2[CH:20]=[N:21][CH:22]=[CH:23][CH:24]=2)[S:14][C:15]=1[CH2:16][CH2:17]O.[OH-].[Na+]. The catalyst is O. The product is [CH3:10][C:11]1[N:12]=[C:13]([C:19]2[CH:20]=[N:21][CH:22]=[CH:23][CH:24]=2)[S:14][C:15]=1[CH2:16][CH2:17][O:2][N+:1]([O-:4])=[O:3]. The yield is 0.410. (4) The reactants are [C:1]([O:5][C:6]([NH:8][C:9]1[CH:38]=[CH:37][C:12]([O:13][C:14]2[CH:22]=[CH:21][C:17]([C:18](O)=[O:19])=[CH:16][C:15]=2[NH:23][C:24]2[C:25]3[CH:33]=[CH:32][C:31]([CH:34]([CH3:36])[CH3:35])=[N:30][C:26]=3[N:27]=[CH:28][N:29]=2)=[CH:11][CH:10]=1)=[O:7])([CH3:4])([CH3:3])[CH3:2].[CH3:39][C@@H:40]([NH2:47])[C:41]1[CH:46]=[CH:45][CH:44]=[CH:43][CH:42]=1. No catalyst specified. The product is [C:1]([O:5][C:6](=[O:7])[NH:8][C:9]1[CH:10]=[CH:11][C:12]([O:13][C:14]2[CH:22]=[CH:21][C:17]([C:18](=[O:19])[NH:47][C@@H:40]([C:41]3[CH:46]=[CH:45][CH:44]=[CH:43][CH:42]=3)[CH3:39])=[CH:16][C:15]=2[NH:23][C:24]2[C:25]3[CH:33]=[CH:32][C:31]([CH:34]([CH3:36])[CH3:35])=[N:30][C:26]=3[N:27]=[CH:28][N:29]=2)=[CH:37][CH:38]=1)([CH3:3])([CH3:4])[CH3:2]. The yield is 0.840. (5) The reactants are Cl[C:2]1[N:3]=[N+:4]([O-:15])[C:5]2[CH:11]=[C:10]3[CH2:12][CH2:13][O:14][C:9]3=[CH:8][C:6]=2[N:7]=1.[CH3:16][N:17]([CH3:21])[CH2:18][CH2:19][NH2:20]. The catalyst is COCCOC. The product is [CH3:16][N:17]([CH3:21])[CH2:18][CH2:19][NH:20][C:2]1[N:3]=[N+:4]([O-:15])[C:5]2[CH:11]=[C:10]3[CH2:12][CH2:13][O:14][C:9]3=[CH:8][C:6]=2[N:7]=1. The yield is 0.880. (6) The reactants are [C:1]([NH:4][C:5]1[S:6][C:7]([C:11]2[CH:12]=[C:13]([S:17](Cl)(=[O:19])=[O:18])[S:14][C:15]=2[Br:16])=[C:8]([CH3:10])[N:9]=1)(=[O:3])[CH3:2].C(N(CC)CC)C.[C:28]([N:35]1[CH2:40][CH2:39][NH:38][CH2:37][CH2:36]1)([O:30][C:31]([CH3:34])([CH3:33])[CH3:32])=[O:29]. The catalyst is C(Cl)Cl. The product is [C:31]([O:30][C:28]([N:35]1[CH2:40][CH2:39][N:38]([S:17]([C:13]2[S:14][C:15]([Br:16])=[C:11]([C:7]3[S:6][C:5]([NH:4][C:1](=[O:3])[CH3:2])=[N:9][C:8]=3[CH3:10])[CH:12]=2)(=[O:19])=[O:18])[CH2:37][CH2:36]1)=[O:29])([CH3:34])([CH3:32])[CH3:33]. The yield is 0.760. (7) The reactants are C(N(CC)C(C)C)(C)C.[C:10]([O:14][C:15](=[O:42])[N:16]([CH:18]1[CH2:23][CH2:22][CH:21]([NH:24][CH2:25][C:26]2[CH:27]=[C:28]([C:34]3[CH:39]=[CH:38][C:37]([C:40]#[N:41])=[CH:36][CH:35]=3)[C:29]([O:32][CH3:33])=[CH:30][CH:31]=2)[CH2:20][CH2:19]1)[CH3:17])([CH3:13])([CH3:12])[CH3:11].[Cl:43][C:44]1[C:45]2[CH:55]=[CH:54][CH:53]=[CH:52][C:46]=2[S:47][C:48]=1[C:49](Cl)=[O:50]. The catalyst is ClCCl. The product is [C:10]([O:14][C:15](=[O:42])[N:16]([CH:18]1[CH2:23][CH2:22][CH:21]([N:24]([C:49]([C:48]2[S:47][C:46]3[CH:52]=[CH:53][CH:54]=[CH:55][C:45]=3[C:44]=2[Cl:43])=[O:50])[CH2:25][C:26]2[CH:27]=[C:28]([C:34]3[CH:39]=[CH:38][C:37]([C:40]#[N:41])=[CH:36][CH:35]=3)[C:29]([O:32][CH3:33])=[CH:30][CH:31]=2)[CH2:20][CH2:19]1)[CH3:17])([CH3:13])([CH3:11])[CH3:12]. The yield is 0.930.